From a dataset of Forward reaction prediction with 1.9M reactions from USPTO patents (1976-2016). Predict the product of the given reaction. (1) Given the reactants C[O-].[Na+].Cl.[NH2:5][OH:6].C[O:8][C:9](=O)[CH2:10][CH2:11][CH2:12][CH2:13][CH2:14][NH:15][S:16]([C:19]1[CH:20]=[N:21][CH:22]=[CH:23][CH:24]=1)(=[O:18])=[O:17].[C:26]([OH:31])(=[O:30])[C:27]([OH:29])=[O:28], predict the reaction product. The product is: [C:26]([OH:31])(=[O:30])[C:27]([OH:29])=[O:28].[OH:6][NH:5][C:9](=[O:8])[CH2:10][CH2:11][CH2:12][CH2:13][CH2:14][NH:15][S:16]([C:19]1[CH:20]=[N:21][CH:22]=[CH:23][CH:24]=1)(=[O:18])=[O:17]. (2) Given the reactants [CH3:1][C:2]1[C:11]2[C:6](=[CH:7][CH:8]=[CH:9][CH:10]=2)[NH:5][C:4](=O)[CH:3]=1.[N+:13]([O-:16])(O)=[O:14].P(Cl)(Cl)([Cl:19])=O, predict the reaction product. The product is: [Cl:19][C:4]1[CH:3]=[C:2]([CH3:1])[C:11]2[C:6](=[CH:7][CH:8]=[C:9]([N+:13]([O-:16])=[O:14])[CH:10]=2)[N:5]=1. (3) Given the reactants [C:1]([N:8]1[CH2:12][C@@H:11]([N:13]([CH:20]2[CH2:25][CH2:24][C:23]([CH3:27])([CH3:26])[CH2:22][CH2:21]2)[C:14](=[O:19])[C:15]([CH3:18])([CH3:17])[CH3:16])[CH2:10][C@H:9]1[CH:28]=O)([O:3][C:4]([CH3:7])([CH3:6])[CH3:5])=[O:2].Cl.[NH2:31][OH:32], predict the reaction product. The product is: [C:1]([N:8]1[CH2:12][C@@H:11]([N:13]([CH:20]2[CH2:21][CH2:22][C:23]([CH3:27])([CH3:26])[CH2:24][CH2:25]2)[C:14](=[O:19])[C:15]([CH3:16])([CH3:18])[CH3:17])[CH2:10][C@H:9]1/[CH:28]=[N:31]/[OH:32])([O:3][C:4]([CH3:6])([CH3:7])[CH3:5])=[O:2]. (4) Given the reactants [Cl:1][C:2]1[CH:7]=[CH:6][C:5]([S:8][C:9]2[CH:14]=[CH:13][CH:12]=[CH:11][C:10]=2[CH:15]=[CH:16][C:17]([OH:19])=O)=[CH:4][CH:3]=1.[NH2:20][CH:21]1[CH2:26][CH2:25][CH:24]([OH:27])[CH2:23][CH2:22]1, predict the reaction product. The product is: [Cl:1][C:2]1[CH:3]=[CH:4][C:5]([S:8][C:9]2[CH:14]=[CH:13][CH:12]=[CH:11][C:10]=2/[CH:15]=[CH:16]/[C:17]([NH:20][CH:21]2[CH2:26][CH2:25][CH:24]([OH:27])[CH2:23][CH2:22]2)=[O:19])=[CH:6][CH:7]=1. (5) Given the reactants [CH2:1]([NH:5][C:6]1[N:14]=[C:13]2[C:9]([N:10]=[C:11]([O:24]C)[N:12]2[CH2:15][CH2:16][CH2:17][CH:18]2[CH2:23][CH2:22][CH2:21][O:20][CH2:19]2)=[C:8]([NH2:26])[N:7]=1)[CH2:2][CH2:3][CH3:4].Cl.[OH-].[Na+].O, predict the reaction product. The product is: [NH2:26][C:8]1[N:7]=[C:6]([NH:5][CH2:1][CH2:2][CH2:3][CH3:4])[N:14]=[C:13]2[C:9]=1[NH:10][C:11](=[O:24])[N:12]2[CH2:15][CH2:16][CH2:17][CH:18]1[CH2:23][CH2:22][CH2:21][O:20][CH2:19]1. (6) Given the reactants [CH3:1][O:2][C:3]1[CH:22]=[CH:21][C:6]([CH2:7][C@@H:8]2[C:12]3=[N:13][C:14]4[CH:19]=[CH:18][CH:17]=[CH:16][C:15]=4[N:11]3[C:10](=[O:20])[NH:9]2)=[CH:5][CH:4]=1.Cl.Cl.[NH2:25][C@H:26]1[CH2:30][CH2:29][C@H:28]([OH:31])[CH2:27]1.C(O)(C(F)(F)F)=O, predict the reaction product. The product is: [NH:11]1[C:15]2[CH:16]=[CH:17][CH:18]=[CH:19][C:14]=2[N:13]=[C:12]1[C@H:8]([NH:9][C:10]([NH:25][C@H:26]1[CH2:30][CH2:29][C@H:28]([OH:31])[CH2:27]1)=[O:20])[CH2:7][C:6]1[CH:5]=[CH:4][C:3]([O:2][CH3:1])=[CH:22][CH:21]=1. (7) Given the reactants C(O[C:9]1[N:14]=[C:13]([C:15]2[CH:20]=[C:19]([F:21])[C:18]([O:22][CH2:23][O:24][CH2:25][CH2:26][Si:27]([CH3:30])([CH3:29])[CH3:28])=[CH:17][C:16]=2[CH2:31][C:32]([F:35])([F:34])[F:33])[N:12]=[C:11]2[N:36]([CH:39]3[CH2:44][CH2:43][CH2:42][CH2:41][O:40]3)[N:37]=[CH:38][C:10]=12)C1C=CC=CC=1.C(Cl)(=O)C([Cl:48])=O, predict the reaction product. The product is: [Cl:48][C:9]1[N:14]=[C:13]([C:15]2[CH:20]=[C:19]([F:21])[C:18]([O:22][CH2:23][O:24][CH2:25][CH2:26][Si:27]([CH3:30])([CH3:29])[CH3:28])=[CH:17][C:16]=2[CH2:31][C:32]([F:35])([F:34])[F:33])[N:12]=[C:11]2[N:36]([CH:39]3[CH2:44][CH2:43][CH2:42][CH2:41][O:40]3)[N:37]=[CH:38][C:10]=12. (8) Given the reactants Cl[C:2]1[C:3]2[CH:10]=[C:9]([C:11]3[CH:12]=[N:13][N:14]([CH3:16])[CH:15]=3)[N:8](S(C3C=CC=CC=3)(=O)=O)[C:4]=2[N:5]=[CH:6][N:7]=1.[F:26][C:27]1[CH:45]=[C:44](B2OC(C)(C)C(C)(C)O2)[CH:43]=[CH:42][C:28]=1[CH2:29][NH:30][C:31]([C:33]1[CH:41]=[C:36]2[CH2:37][CH2:38][CH2:39][CH2:40][N:35]2[N:34]=1)=[O:32].C(=O)([O-])[O-].[K+].[K+].O, predict the reaction product. The product is: [F:26][C:27]1[CH:45]=[C:44]([C:2]2[C:3]3[CH:10]=[C:9]([C:11]4[CH:12]=[N:13][N:14]([CH3:16])[CH:15]=4)[NH:8][C:4]=3[N:5]=[CH:6][N:7]=2)[CH:43]=[CH:42][C:28]=1[CH2:29][NH:30][C:31]([C:33]1[CH:41]=[C:36]2[CH2:37][CH2:38][CH2:39][CH2:40][N:35]2[N:34]=1)=[O:32]. (9) Given the reactants [CH3:1][CH:2]([CH3:15])[C:3]([C:6]1[CH:11]=[CH:10][CH:9]=[C:8]([N+:12]([O-:14])=[O:13])[CH:7]=1)=[N:4][NH2:5].[CH2:16]([N:22]1[C:26](=[O:27])[CH:25]=[CH:24][C:23]1=[O:28])[CH2:17][CH2:18][CH2:19][CH2:20][CH3:21], predict the reaction product. The product is: [CH2:16]([N:22]1[C:23](=[O:28])[CH:24]2[CH:25]([N:5]=[N:4][C:3]2([CH:2]([CH3:15])[CH3:1])[C:6]2[CH:11]=[CH:10][CH:9]=[C:8]([N+:12]([O-:14])=[O:13])[CH:7]=2)[C:26]1=[O:27])[CH2:17][CH2:18][CH2:19][CH2:20][CH3:21]. (10) Given the reactants I[C:2]1[CH:9]=[CH:8][C:5]([CH2:6][OH:7])=[CH:4][CH:3]=1.[F:10][C:11]([F:22])([F:21])[C:12]1[C:20]2[CH2:19][CH2:18][CH2:17][CH2:16][C:15]=2[NH:14][N:13]=1.CN(C)CC(O)=O.C(=O)([O-])[O-].[K+].[K+], predict the reaction product. The product is: [F:22][C:11]([F:10])([F:21])[C:12]1[C:20]2[CH2:19][CH2:18][CH2:17][CH2:16][C:15]=2[N:14]([C:2]2[CH:9]=[CH:8][C:5]([CH2:6][OH:7])=[CH:4][CH:3]=2)[N:13]=1.